Regression. Given two drug SMILES strings and cell line genomic features, predict the synergy score measuring deviation from expected non-interaction effect. From a dataset of NCI-60 drug combinations with 297,098 pairs across 59 cell lines. (1) Drug 1: CN(CCCl)CCCl.Cl. Drug 2: C1CNP(=O)(OC1)N(CCCl)CCCl. Cell line: PC-3. Synergy scores: CSS=11.9, Synergy_ZIP=-2.32, Synergy_Bliss=1.41, Synergy_Loewe=-10.1, Synergy_HSA=0.819. (2) Drug 1: CC12CCC3C(C1CCC2=O)CC(=C)C4=CC(=O)C=CC34C. Drug 2: C1=CC(=CC=C1C#N)C(C2=CC=C(C=C2)C#N)N3C=NC=N3. Cell line: NCI-H522. Synergy scores: CSS=25.3, Synergy_ZIP=-0.734, Synergy_Bliss=-3.75, Synergy_Loewe=-2.61, Synergy_HSA=-2.61. (3) Drug 1: C1CN1P(=S)(N2CC2)N3CC3. Drug 2: CC12CCC3C(C1CCC2OP(=O)(O)O)CCC4=C3C=CC(=C4)OC(=O)N(CCCl)CCCl.[Na+]. Cell line: SW-620. Synergy scores: CSS=8.56, Synergy_ZIP=-1.09, Synergy_Bliss=2.04, Synergy_Loewe=-3.19, Synergy_HSA=0.503. (4) Drug 1: CN(CCCl)CCCl.Cl. Drug 2: CC(C)NC(=O)C1=CC=C(C=C1)CNNC.Cl. Cell line: RPMI-8226. Synergy scores: CSS=31.1, Synergy_ZIP=1.96, Synergy_Bliss=2.79, Synergy_Loewe=-15.9, Synergy_HSA=-1.23. (5) Drug 1: C#CCC(CC1=CN=C2C(=N1)C(=NC(=N2)N)N)C3=CC=C(C=C3)C(=O)NC(CCC(=O)O)C(=O)O. Drug 2: CC1C(C(CC(O1)OC2CC(CC3=C2C(=C4C(=C3O)C(=O)C5=C(C4=O)C(=CC=C5)OC)O)(C(=O)CO)O)N)O.Cl. Cell line: TK-10. Synergy scores: CSS=35.0, Synergy_ZIP=-1.93, Synergy_Bliss=-0.875, Synergy_Loewe=-0.179, Synergy_HSA=-0.116. (6) Drug 1: C1=NC2=C(N=C(N=C2N1C3C(C(C(O3)CO)O)O)F)N. Drug 2: CC1C(C(CC(O1)OC2CC(CC3=C2C(=C4C(=C3O)C(=O)C5=C(C4=O)C(=CC=C5)OC)O)(C(=O)CO)O)N)O.Cl. Cell line: NCI-H522. Synergy scores: CSS=25.6, Synergy_ZIP=-6.18, Synergy_Bliss=-0.926, Synergy_Loewe=-7.85, Synergy_HSA=0.628.